This data is from Full USPTO retrosynthesis dataset with 1.9M reactions from patents (1976-2016). The task is: Predict the reactants needed to synthesize the given product. (1) Given the product [CH2:15]([O:22][C:23](=[O:45])[C:24]([NH:29][C:30]([O:32][C:33]([CH3:36])([CH3:34])[CH3:35])=[O:31])([NH:37][C:38]([O:40][C:41]([CH3:42])([CH3:43])[CH3:44])=[O:39])[CH2:25][CH2:1][CH2:2][NH:52][CH:51]([C:50]([O:49][CH2:47][CH3:48])=[O:54])[CH3:53])[C:16]1[CH:21]=[CH:20][CH:19]=[CH:18][CH:17]=1, predict the reactants needed to synthesize it. The reactants are: [C:1](O[BH-](OC(=O)C)OC(=O)C)(=O)[CH3:2].[Na+].[CH2:15]([O:22][C:23](=[O:45])[C:24]([NH:37][C:38]([O:40][C:41]([CH3:44])([CH3:43])[CH3:42])=[O:39])([NH:29][C:30]([O:32][C:33]([CH3:36])([CH3:35])[CH3:34])=[O:31])[CH2:25]CC=O)[C:16]1[CH:21]=[CH:20][CH:19]=[CH:18][CH:17]=1.Cl.[CH2:47]([O:49][C:50](=[O:54])[C@H:51]([CH3:53])[NH2:52])[CH3:48].[Cl-].[NH4+]. (2) Given the product [C:25]([O:24][C:22]([N:18]1[CH2:19][CH2:20][CH2:21][CH:16]([CH2:15][O:14][C:6]2[CH:5]=[C:4]([CH:1]([CH3:3])[CH3:2])[CH:13]=[CH:12][C:7]=2[C:8]([OH:10])=[O:9])[CH2:17]1)=[O:23])([CH3:28])([CH3:27])[CH3:26], predict the reactants needed to synthesize it. The reactants are: [CH:1]([C:4]1[CH:13]=[CH:12][C:7]([C:8]([O:10]C)=[O:9])=[C:6]([O:14][CH2:15][CH:16]2[CH2:21][CH2:20][CH2:19][N:18]([C:22]([O:24][C:25]([CH3:28])([CH3:27])[CH3:26])=[O:23])[CH2:17]2)[CH:5]=1)([CH3:3])[CH3:2].O[Li].O.